From a dataset of Forward reaction prediction with 1.9M reactions from USPTO patents (1976-2016). Predict the product of the given reaction. (1) Given the reactants [C:1]([CH2:3]P(=O)(OCC)OCC)#[N:2].[H-].[Na+].[CH3:14][C:15]1[S:16][C:17]2[C:26]3[C:25](=O)[CH2:24][CH2:23][C:22]=3[CH:21]=[CH:20][C:18]=2[N:19]=1.C(=O)([O-])O.[Na+], predict the reaction product. The product is: [CH3:14][C:15]1[S:16][C:17]2[C:26]3[C:25](=[CH:3][C:1]#[N:2])[CH2:24][CH2:23][C:22]=3[CH:21]=[CH:20][C:18]=2[N:19]=1. (2) Given the reactants [CH2:1]([CH:3]([O:6][C:7]1[CH:8]=[C:9]([CH3:27])[C:10]([C:14]2[CH:19]=[CH:18][C:17]([O:20][C:21]([F:24])([F:23])[F:22])=[CH:16][C:15]=2[O:25][CH3:26])=[N+:11]([O-])[CH:12]=1)[CH2:4][CH3:5])[CH3:2].C([O-])([O-])=O.[Na+].[Na+].O=P(Cl)(Cl)[Cl:36], predict the reaction product. The product is: [Cl:36][C:12]1[C:7]([O:6][CH:3]([CH2:4][CH3:5])[CH2:1][CH3:2])=[CH:8][C:9]([CH3:27])=[C:10]([C:14]2[CH:19]=[CH:18][C:17]([O:20][C:21]([F:24])([F:23])[F:22])=[CH:16][C:15]=2[O:25][CH3:26])[N:11]=1. (3) The product is: [CH2:26]([S:25][C:9]1[N:10]([C:13]2[CH:18]=[CH:17][C:16]([O:19][CH2:20][C:21]([F:22])([F:24])[F:23])=[CH:15][CH:14]=2)[C:11](=[O:12])[C:6]2[CH:5]=[CH:4][C:3](=[O:2])[NH:29][C:7]=2[N:8]=1)[CH2:27][CH3:28]. Given the reactants C[O:2][C:3]1[CH:4]=[CH:5][C:6]2[C:11](=[O:12])[N:10]([C:13]3[CH:18]=[CH:17][C:16]([O:19][CH2:20][C:21]([F:24])([F:23])[F:22])=[CH:15][CH:14]=3)[C:9]([S:25][CH2:26][CH2:27][CH3:28])=[N:8][C:7]=2[N:29]=1.Cl.N1C=CC=CC=1.CN(C)C=O, predict the reaction product. (4) The product is: [CH2:1]([NH:8][C:9]([C:11]1[N:16]=[C:15]2[C:17]([C:27]3[CH:28]=[CH:29][C:24]([C:23]([F:34])([F:33])[F:22])=[CH:25][CH:26]=3)=[CH:18][N:19]=[CH:20][C:14]2=[N:13][CH:12]=1)=[O:10])[C:2]1[CH:7]=[CH:6][CH:5]=[CH:4][CH:3]=1. Given the reactants [CH2:1]([NH:8][C:9]([C:11]1[N:16]=[C:15]2[C:17](Br)=[CH:18][N:19]=[CH:20][C:14]2=[N:13][CH:12]=1)=[O:10])[C:2]1[CH:7]=[CH:6][CH:5]=[CH:4][CH:3]=1.[F:22][C:23]([F:34])([F:33])[C:24]1[CH:29]=[CH:28][C:27](B(O)O)=[CH:26][CH:25]=1.C(=O)([O-])[O-].[Cs+].[Cs+].O1CCOCC1, predict the reaction product. (5) Given the reactants [OH:1][C:2]12[C:13]3[C:8](=[C:9]([N+:14]([O-])=O)[CH:10]=[CH:11][CH:12]=3)[C:7](=[O:17])[C:6]1([NH:18][C:19](=[O:30])[C:20]1[CH:25]=[C:24]([C:26]([F:29])([F:28])[F:27])[CH:23]=[CH:22][N:21]=1)[C:5]1[CH:31]=[CH:32][C:33]([CH:35]([CH3:37])[CH3:36])=[CH:34][C:4]=1[O:3]2.C(O)C, predict the reaction product. The product is: [NH2:14][C:9]1[CH:10]=[CH:11][CH:12]=[C:13]2[C:8]=1[C:7](=[O:17])[C:6]1([NH:18][C:19](=[O:30])[C:20]3[CH:25]=[C:24]([C:26]([F:29])([F:28])[F:27])[CH:23]=[CH:22][N:21]=3)[C:5]3[CH:31]=[CH:32][C:33]([CH:35]([CH3:37])[CH3:36])=[CH:34][C:4]=3[O:3][C:2]12[OH:1].